This data is from Full USPTO retrosynthesis dataset with 1.9M reactions from patents (1976-2016). The task is: Predict the reactants needed to synthesize the given product. The reactants are: Cl[C:2]1[N:7]=[C:6]([NH:8][C:9]2[CH:10]=[C:11]3[C:15](=[CH:16][CH:17]=2)[NH:14][N:13]=[CH:12]3)[CH:5]=[C:4]([CH3:18])[N:3]=1.[CH3:19][O:20][C:21]1[CH:22]=[C:23]2[C:27](=[CH:28][CH:29]=1)[CH2:26][NH:25][CH2:24]2.CCN(C(C)C)C(C)C. Given the product [CH3:19][O:20][C:21]1[CH:22]=[C:23]2[C:27](=[CH:28][CH:29]=1)[CH2:26][N:25]([C:2]1[N:7]=[C:6]([NH:8][C:9]3[CH:10]=[C:11]4[C:15](=[CH:16][CH:17]=3)[NH:14][N:13]=[CH:12]4)[CH:5]=[C:4]([CH3:18])[N:3]=1)[CH2:24]2, predict the reactants needed to synthesize it.